This data is from Peptide-MHC class II binding affinity with 134,281 pairs from IEDB. The task is: Regression. Given a peptide amino acid sequence and an MHC pseudo amino acid sequence, predict their binding affinity value. This is MHC class II binding data. The peptide sequence is PTPLAKEDFLRCLVK. The MHC is DRB4_0101 with pseudo-sequence DRB4_0103. The binding affinity (normalized) is 0.373.